From a dataset of Full USPTO retrosynthesis dataset with 1.9M reactions from patents (1976-2016). Predict the reactants needed to synthesize the given product. (1) Given the product [F:24][C:21]1[CH:20]=[CH:19][C:18]([C:10]2([CH2:9][CH2:8][CH2:7][C:6]([OH:25])=[O:5])[O:11][CH2:12][C:13]([CH3:17])([CH3:16])[CH2:14][O:15]2)=[CH:23][CH:22]=1, predict the reactants needed to synthesize it. The reactants are: OCC(C)(C)C[O:5][C:6](=[O:25])[CH2:7][CH2:8][CH2:9][C:10]1([C:18]2[CH:23]=[CH:22][C:21]([F:24])=[CH:20][CH:19]=2)[O:15][CH2:14][C:13]([CH3:17])([CH3:16])[CH2:12][O:11]1.CO.[OH-].[K+].Cl. (2) Given the product [CH3:6][O:30][C:29]([C:23]1([C:17]2[CH:18]=[CH:19][CH:20]=[CH:21][CH:22]=2)[CH2:24][CH2:25][NH:26][CH2:27][CH2:28]1)=[O:31], predict the reactants needed to synthesize it. The reactants are: OS(O)(=O)=O.[CH3:6]C1C=CC(S(O)(=O)=O)=CC=1.[C:17]1([C:23]2([C:29]([OH:31])=[O:30])[CH2:28][CH2:27][NH:26][CH2:25][CH2:24]2)[CH:22]=[CH:21][CH:20]=[CH:19][CH:18]=1. (3) Given the product [CH2:21]([S:20][C:18]1[C:17]([Cl:28])=[CH:16][C:14]2[NH:15][C:11]([N:9]3[CH:10]=[C:6]([C:4]([OH:5])=[O:3])[CH:7]=[N:8]3)=[N:12][C:13]=2[CH:19]=1)[C:22]1[CH:27]=[CH:26][CH:25]=[CH:24][CH:23]=1, predict the reactants needed to synthesize it. The reactants are: C([O:3][C:4]([C:6]1[CH:7]=[N:8][N:9]([C:11]2[NH:15][C:14]3[CH:16]=[C:17]([Cl:28])[C:18]([S:20][CH2:21][C:22]4[CH:27]=[CH:26][CH:25]=[CH:24][CH:23]=4)=[CH:19][C:13]=3[N:12]=2)[CH:10]=1)=[O:5])C.C1COCC1.O[Li].O. (4) Given the product [CH2:1]([N:4]1[CH:29]=[CH:30][N:31]=[C:5]1[C:7]1[S:11][C:10]([Br:12])=[N:9][C:8]=1[Br:13])[CH:2]=[CH2:3], predict the reactants needed to synthesize it. The reactants are: [CH2:1]([NH:4][C:5]([C:7]1[S:11][C:10]([Br:12])=[N:9][C:8]=1[Br:13])=O)[CH:2]=[CH2:3].P(Cl)(Cl)(Cl)(Cl)Cl.Cl.O1CCOCC1.CO[CH:29](OC)[CH2:30][NH2:31]. (5) Given the product [C:1]([O:4][C@H:5]1[CH2:9][C@H:8]([N:10]2[CH:18]=[N:17][C:16]3[C:11]2=[N:12][CH:13]=[N:14][C:15]=3[Br:33])[O:7][C@@H:6]1[CH2:20][O:21][Si:22]([C:25]([CH3:28])([CH3:27])[CH3:26])([CH3:24])[CH3:23])(=[O:3])[CH3:2], predict the reactants needed to synthesize it. The reactants are: [C:1]([O:4][C@H:5]1[CH2:9][C@H:8]([N:10]2[CH:18]=[N:17][C:16]3[C:11]2=[N:12][CH:13]=[N:14][C:15]=3N)[O:7][C@@H:6]1[CH2:20][O:21][Si:22]([C:25]([CH3:28])([CH3:27])[CH3:26])([CH3:24])[CH3:23])(=[O:3])[CH3:2].C[Si]([Br:33])(C)C.C(ON=O)(C)(C)C.C([O-])(O)=O.[Na+]. (6) Given the product [NH2:18][C:15]1[CH:14]=[N:13][C:12]([NH:11][C:9](=[O:10])[C:8]2[CH:21]=[C:22]([O:24][CH:25]([CH3:26])[CH3:27])[CH:23]=[C:6]([O:5][CH2:1][CH:2]([CH3:4])[CH3:3])[CH:7]=2)=[CH:17][CH:16]=1, predict the reactants needed to synthesize it. The reactants are: [CH2:1]([O:5][C:6]1[CH:7]=[C:8]([CH:21]=[C:22]([O:24][CH:25]([CH3:27])[CH3:26])[CH:23]=1)[C:9]([NH:11][C:12]1[CH:17]=[CH:16][C:15]([N+:18]([O-])=O)=[CH:14][N:13]=1)=[O:10])[CH:2]([CH3:4])[CH3:3].Cl. (7) The reactants are: C[O:2][C:3](=[O:24])[C:4]1[CH:9]=[CH:8][C:7]([C:10]2[NH:11][C:12]3[C:17]([C:18]=2[CH2:19][CH3:20])=[CH:16][CH:15]=[C:14](Cl)[C:13]=3[F:22])=[CH:6][C:5]=1[OH:23].[CH2:25]([C:29]1[CH:34]=[CH:33][C:32](B(O)O)=[CH:31][CH:30]=1)[CH2:26][CH2:27][CH3:28].[F-].[Cs+].[Li+].[OH-]. Given the product [CH2:25]([C:29]1[CH:34]=[CH:33][C:32]([C:14]2[C:13]([F:22])=[C:12]3[C:17]([C:18]([CH2:19][CH3:20])=[C:10]([C:7]4[CH:8]=[CH:9][C:4]([C:3]([OH:2])=[O:24])=[C:5]([OH:23])[CH:6]=4)[NH:11]3)=[CH:16][CH:15]=2)=[CH:31][CH:30]=1)[CH2:26][CH2:27][CH3:28], predict the reactants needed to synthesize it. (8) Given the product [CH2:5]([O:7][C:8](=[O:36])[C:9]1[C:14]([NH:15][C:1](=[O:3])[CH3:2])=[CH:13][CH:12]=[C:11]([C:16]2[CH2:20][CH2:19][CH2:18][C:17]=2[C:21]2[CH:26]=[C:25]([CH3:27])[CH:24]=[CH:23][C:22]=2[O:28][CH2:29][C:30]2[CH:31]=[CH:32][CH:33]=[CH:34][CH:35]=2)[CH:10]=1)[CH3:6], predict the reactants needed to synthesize it. The reactants are: [C:1](Cl)(=[O:3])[CH3:2].[CH2:5]([O:7][C:8](=[O:36])[C:9]1[C:14]([NH2:15])=[CH:13][CH:12]=[C:11]([C:16]2[CH2:20][CH2:19][CH2:18][C:17]=2[C:21]2[CH:26]=[C:25]([CH3:27])[CH:24]=[CH:23][C:22]=2[O:28][CH2:29][C:30]2[CH:35]=[CH:34][CH:33]=[CH:32][CH:31]=2)[CH:10]=1)[CH3:6]. (9) Given the product [Cl:12][C:9]1[CH:10]=[CH:11][C:6]([CH2:5][C@@H:4]([NH:13][C:14]([C:16]2[CH:21]=[C:20]([N:22]3[CH2:23][CH2:24][CH2:25][CH2:26][CH2:27]3)[N:19]=[C:18]([N:28]3[CH2:29][CH2:30][CH:31]([C:34]4[CH:35]=[CH:36][CH:37]=[CH:38][CH:39]=4)[CH2:32][CH2:33]3)[N:17]=2)=[O:15])[C:3]([OH:40])=[O:2])=[CH:7][CH:8]=1, predict the reactants needed to synthesize it. The reactants are: C[O:2][C:3](=[O:40])[C@H:4]([NH:13][C:14]([C:16]1[CH:21]=[C:20]([N:22]2[CH2:27][CH2:26][CH2:25][CH2:24][CH2:23]2)[N:19]=[C:18]([N:28]2[CH2:33][CH2:32][CH:31]([C:34]3[CH:39]=[CH:38][CH:37]=[CH:36][CH:35]=3)[CH2:30][CH2:29]2)[N:17]=1)=[O:15])[CH2:5][C:6]1[CH:11]=[CH:10][C:9]([Cl:12])=[CH:8][CH:7]=1.CO.[OH-].[Na+].